From a dataset of Reaction yield outcomes from USPTO patents with 853,638 reactions. Predict the reaction yield, written as a fraction of the theoretical maximum amount of product (1.0 means a 100% yield; for example, 0.34 means a 34% yield). (1) The reactants are [CH3:1][N:2]1[C:6]([C:7]2[C:12]([F:13])=[CH:11][N:10]=[C:9]([NH2:14])[N:8]=2)=[CH:5][N:4]=[C:3]1[CH3:15].Br[C:17]1[CH:28]=[CH:27][C:20]([C:21]([N:23]2[CH2:26][CH2:25][CH2:24]2)=[O:22])=[C:19]([CH3:29])[CH:18]=1. No catalyst specified. The product is [N:23]1([C:21]([C:20]2[CH:27]=[CH:28][C:17]([NH:14][C:9]3[N:8]=[C:7]([C:6]4[N:2]([CH3:1])[C:3]([CH3:15])=[N:4][CH:5]=4)[C:12]([F:13])=[CH:11][N:10]=3)=[CH:18][C:19]=2[CH3:29])=[O:22])[CH2:26][CH2:25][CH2:24]1. The yield is 0.580. (2) The yield is 0.960. The reactants are Cl[C:2]1[N:28]=[C:27]([C:29]([F:32])([F:31])[F:30])[CH:26]=[CH:25][C:3]=1[C:4]([NH:6][CH2:7][C:8]1([CH2:21][CH:22]2[CH2:24][CH2:23]2)[CH2:13][CH2:12][CH:11]([S:14]([CH2:17][CH:18]2[CH2:20][CH2:19]2)(=[O:16])=[O:15])[CH2:10][CH2:9]1)=[O:5].O1CCCC1.[CH3:38][NH:39][CH3:40]. The product is [CH:18]1([CH2:17][S:14]([CH:11]2[CH2:12][CH2:13][C:8]([CH2:7][NH:6][C:4](=[O:5])[C:3]3[CH:25]=[CH:26][C:27]([C:29]([F:32])([F:31])[F:30])=[N:28][C:2]=3[N:39]([CH3:40])[CH3:38])([CH2:21][CH:22]3[CH2:24][CH2:23]3)[CH2:9][CH2:10]2)(=[O:16])=[O:15])[CH2:20][CH2:19]1. No catalyst specified. (3) The reactants are [Cl:1][C:2]1[CH:7]=[CH:6][CH:5]=[C:4]([Cl:8])[C:3]=1[OH:9].[Br:10]Br.S([O-])([O-])=O.[Na+].[Na+]. The catalyst is C(#N)C. The product is [Br:10][C:6]1[CH:7]=[C:2]([Cl:1])[C:3]([OH:9])=[C:4]([Cl:8])[CH:5]=1. The yield is 0.600. (4) The reactants are Cl.[NH2:2][C:3]1[CH:8]=[CH:7][C:6]([OH:9])=[CH:5][N:4]=1.CC[N:12]([CH2:15][CH3:16])[CH2:13][CH3:14].CN1C(C)=[C:21]([C:24](O)=[O:25])[C:20](=[O:27])[N:19]1[C:28]1C=CC=CC=1.[CH:34]1[CH:39]=NC2N(O)N=N[C:36]=2[CH:35]=1.CCN=C=NCCCN(C)C.Cl. The catalyst is CN(C=O)C.O. The product is [OH:9][C:6]1[CH:7]=[CH:8][C:3]([NH:2][C:24]([C:21]2[C:20](=[O:27])[N:19]([CH3:28])[N:12]([C:13]3[CH:14]=[CH:36][CH:35]=[CH:34][CH:39]=3)[C:15]=2[CH3:16])=[O:25])=[N:4][CH:5]=1. The yield is 0.780. (5) The reactants are [CH2:1]([N:8]1[CH2:12][CH:11]([C:13]2[CH:18]=[CH:17][C:16]([Cl:19])=[C:15]([Cl:20])[CH:14]=2)[CH:10]([NH2:21])[CH2:9]1)[C:2]1[CH:7]=[CH:6][CH:5]=[CH:4][CH:3]=1.C(N(CC)C(C)C)(C)C.[C:31]([O:35][C:36](O[C:36]([O:35][C:31]([CH3:34])([CH3:33])[CH3:32])=[O:37])=[O:37])([CH3:34])([CH3:33])[CH3:32]. The catalyst is ClCCl.CN(C)C1C=CN=CC=1. The product is [C:31]([O:35][C:36](=[O:37])[NH:21][C@@H:10]1[C@@H:11]([C:13]2[CH:18]=[CH:17][C:16]([Cl:19])=[C:15]([Cl:20])[CH:14]=2)[CH2:12][N:8]([CH2:1][C:2]2[CH:3]=[CH:4][CH:5]=[CH:6][CH:7]=2)[CH2:9]1)([CH3:34])([CH3:33])[CH3:32]. The yield is 0.140.